This data is from Catalyst prediction with 721,799 reactions and 888 catalyst types from USPTO. The task is: Predict which catalyst facilitates the given reaction. (1) Reactant: [H-].[Na+].[I-].[CH3:4][S+](C)(C)=O.[C:9]([O:13][C:14]([N:16]([CH2:18][C:19]1[CH:24]=[C:23]([NH:25][C:26]([O:28][C:29]([CH3:32])([CH3:31])[CH3:30])=[O:27])[CH:22]=[CH:21][C:20]=1[C:33](=[CH2:39])[C:34]([O:36][CH2:37][CH3:38])=[O:35])[CH3:17])=[O:15])([CH3:12])([CH3:11])[CH3:10]. Product: [C:9]([O:13][C:14]([N:16]([CH2:18][C:19]1[CH:24]=[C:23]([NH:25][C:26]([O:28][C:29]([CH3:30])([CH3:31])[CH3:32])=[O:27])[CH:22]=[CH:21][C:20]=1[C:33]1([C:34]([O:36][CH2:37][CH3:38])=[O:35])[CH2:4][CH2:39]1)[CH3:17])=[O:15])([CH3:12])([CH3:10])[CH3:11]. The catalyst class is: 16. (2) Reactant: [CH3:1][C:2]1[CH:27]=[C:26]([CH3:28])[CH:25]=[CH:24][C:3]=1[CH2:4][N:5]1[C:14](OS(C(F)(F)F)(=O)=O)=[CH:13][C:12]2[C:7](=[CH:8][CH:9]=[CH:10][CH:11]=2)[C:6]1=[O:23].CCN(CC)CC.[CH3:36][C:37]([OH:41])([C:39]#[CH:40])[CH3:38]. Product: [CH3:1][C:2]1[CH:27]=[C:26]([CH3:28])[CH:25]=[CH:24][C:3]=1[CH2:4][N:5]1[C:14]([C:40]#[C:39][C:37]([OH:41])([CH3:38])[CH3:36])=[CH:13][C:12]2[C:7](=[CH:8][CH:9]=[CH:10][CH:11]=2)[C:6]1=[O:23]. The catalyst class is: 176.